Dataset: Reaction yield outcomes from USPTO patents with 853,638 reactions. Task: Predict the reaction yield, written as a fraction of the theoretical maximum amount of product (1.0 means a 100% yield; for example, 0.34 means a 34% yield). The reactants are Br[C:2]1[CH:3]=[CH:4][C:5]([C:13]([OH:15])=[O:14])=[N:6][C:7]=1[O:8][CH2:9][CH:10]1[CH2:12][CH2:11]1.[NH:16]1[CH2:20][CH2:19][CH2:18][CH2:17]1.C1C=CC(P(C2C(C3C(P(C4C=CC=CC=4)C4C=CC=CC=4)=CC=C4C=3C=CC=C4)=C3C(C=CC=C3)=CC=2)C2C=CC=CC=2)=CC=1.C([O-])([O-])=O.[Cs+].[Cs+]. The catalyst is C1(C)C=CC=CC=1.CO.C1C=CC(/C=C/C(/C=C/C2C=CC=CC=2)=O)=CC=1.C1C=CC(/C=C/C(/C=C/C2C=CC=CC=2)=O)=CC=1.C1C=CC(/C=C/C(/C=C/C2C=CC=CC=2)=O)=CC=1.[Pd].[Pd]. The product is [CH:10]1([CH2:9][O:8][C:7]2[N:6]=[C:5]([C:13]([OH:15])=[O:14])[CH:4]=[CH:3][C:2]=2[N:16]2[CH2:20][CH2:19][CH2:18][CH2:17]2)[CH2:12][CH2:11]1. The yield is 0.450.